The task is: Predict the reactants needed to synthesize the given product.. This data is from Full USPTO retrosynthesis dataset with 1.9M reactions from patents (1976-2016). (1) Given the product [N:16]1[CH:21]=[C:20]([C:22]2[CH:23]=[C:24]([NH:28][C:11]([C:9]3[CH2:8][CH2:7][O:6][C:5]4[CH:14]=[CH:15][C:2]([F:1])=[CH:3][C:4]=4[CH:10]=3)=[O:13])[CH:25]=[CH:26][CH:27]=2)[CH:19]=[N:18][CH:17]=1, predict the reactants needed to synthesize it. The reactants are: [F:1][C:2]1[CH:15]=[CH:14][C:5]2[O:6][CH2:7][CH2:8][C:9]([C:11]([OH:13])=O)=[CH:10][C:4]=2[CH:3]=1.[N:16]1[CH:21]=[C:20]([C:22]2[CH:23]=[C:24]([NH2:28])[CH:25]=[CH:26][CH:27]=2)[CH:19]=[N:18][CH:17]=1.Cl.C(N=C=NCCCN(C)C)C. (2) Given the product [CH2:1]([NH:3][CH:5]1[CH2:10][CH2:9][N:8]([C:11]([O:13][C:14]([CH3:17])([CH3:16])[CH3:15])=[O:12])[CH2:7][CH2:6]1)[CH3:2], predict the reactants needed to synthesize it. The reactants are: [CH2:1]([NH2:3])[CH3:2].O=[C:5]1[CH2:10][CH2:9][N:8]([C:11]([O:13][C:14]([CH3:17])([CH3:16])[CH3:15])=[O:12])[CH2:7][CH2:6]1.C1COCC1.C(O[BH-](OC(=O)C)OC(=O)C)(=O)C.[Na+].C(O)(=O)C.C([O-])(O)=O.[Na+]. (3) The reactants are: [Br:1][C:2]1[CH:7]=[CH:6][C:5]([O:8][Si:9]([CH:16]([CH3:18])[CH3:17])([CH:13]([CH3:15])[CH3:14])[CH:10]([CH3:12])[CH3:11])=[CH:4][C:3]=1[OH:19].[Cl:20][CH2:21][CH2:22][C@@H:23]([C:25]1[CH:30]=[CH:29][CH:28]=[CH:27][CH:26]=1)O.C1(P(C2C=CC=CC=2)C2C=CC=CC=2)C=CC=CC=1.N(C(OC(C)C)=O)=NC(OC(C)C)=O. Given the product [Br:1][C:2]1[CH:7]=[CH:6][C:5]([O:8][Si:9]([CH:13]([CH3:15])[CH3:14])([CH:16]([CH3:18])[CH3:17])[CH:10]([CH3:11])[CH3:12])=[CH:4][C:3]=1[O:19][C@@H:23]([C:25]1[CH:30]=[CH:29][CH:28]=[CH:27][CH:26]=1)[CH2:22][CH2:21][Cl:20], predict the reactants needed to synthesize it. (4) Given the product [NH2:37][C:2]1[N:7]=[CH:6][C:5]([S:8]([N:11]2[CH2:16][CH2:15][N:14]([C:17]3[CH:22]=[CH:21][C:20]([C:23]([OH:32])([C:28]([F:31])([F:30])[F:29])[C:24]([F:27])([F:26])[F:25])=[CH:19][CH:18]=3)[CH:13]([C:33]#[C:34][CH3:35])[CH2:12]2)(=[O:10])=[O:9])=[CH:4][CH:3]=1, predict the reactants needed to synthesize it. The reactants are: Cl[C:2]1[N:7]=[CH:6][C:5]([S:8]([N:11]2[CH2:16][CH2:15][N:14]([C:17]3[CH:22]=[CH:21][C:20]([C:23]([OH:32])([C:28]([F:31])([F:30])[F:29])[C:24]([F:27])([F:26])[F:25])=[CH:19][CH:18]=3)[CH:13]([C:33]#[C:34][CH3:35])[CH2:12]2)(=[O:10])=[O:9])=[CH:4][CH:3]=1.[OH-].[NH4+:37]. (5) Given the product [NH2:6][C:7]1[N:11]([C:12]2[C:13]([CH3:19])=[CH:14][C:15]([CH3:18])=[C:16]([S:2]([Cl:1])(=[O:5])=[O:3])[CH:17]=2)[N:10]=[C:9]([C:20]([F:23])([F:22])[F:21])[N:8]=1, predict the reactants needed to synthesize it. The reactants are: [Cl:1][S:2]([OH:5])(=O)=[O:3].[NH2:6][C:7]1[N:11]([C:12]2[CH:17]=[CH:16][C:15]([CH3:18])=[CH:14][C:13]=2[CH3:19])[N:10]=[C:9]([C:20]([F:23])([F:22])[F:21])[N:8]=1.